This data is from Reaction yield outcomes from USPTO patents with 853,638 reactions. The task is: Predict the reaction yield, written as a fraction of the theoretical maximum amount of product (1.0 means a 100% yield; for example, 0.34 means a 34% yield). (1) The product is [CH3:1][O:2][C:3]([C:5]1[C:6]2[C:21]3[N:27]=[C:24]([CH3:25])[S:26][C:20]=3[CH2:19][CH2:18][CH2:17][C:7]=2[NH:8][CH:9]=1)=[O:4]. The reactants are [CH3:1][O:2][C:3]([C:5]1[C:6]2[C:21](=O)[CH:20](Br)[CH2:19][CH2:18][CH2:17][C:7]=2[N:8](C(OC(C)(C)C)=O)[CH:9]=1)=[O:4].[C:24]([NH2:27])(=[S:26])[CH3:25]. The yield is 0.640. The catalyst is CO. (2) The reactants are [F:1][C:2]1[CH:7]=[CH:6][C:5]([CH2:8][CH2:9][N:10]2[CH2:15][CH2:14][CH2:13][CH:12]([CH2:16][NH2:17])[CH2:11]2)=[CH:4][CH:3]=1.C1([O:24][C:25](=O)[NH:26][C:27]2[S:28][C:29]([C:33](=[O:35])[CH3:34])=[C:30]([CH3:32])[N:31]=2)C=CC=CC=1.C(N(CC)CC)C. The catalyst is C(#N)C. The product is [C:33]([C:29]1[S:28][C:27]([NH:26][C:25]([NH:17][CH2:16][CH:12]2[CH2:13][CH2:14][CH2:15][N:10]([CH2:9][CH2:8][C:5]3[CH:6]=[CH:7][C:2]([F:1])=[CH:3][CH:4]=3)[CH2:11]2)=[O:24])=[N:31][C:30]=1[CH3:32])(=[O:35])[CH3:34]. The yield is 0.680. (3) The reactants are COCCN(S(F)(F)F)CCOC.B(F)(F)F.CCOCC.[C:23]([O:31][CH2:32][C@@:33]1([CH3:40])[CH2:38][C:37](=O)[CH2:36][CH2:35][O:34]1)(=[O:30])[C:24]1[CH:29]=[CH:28][CH:27]=[CH:26][CH:25]=1.[FH:41].[FH:42].F.C(N(CC)CC)C.C[N+]1([O-])CCOCC1. The catalyst is C(Cl)Cl.CC(C)=O.CCOC(C)=O.[Os](=O)(=O)(=O)=O.O.C1COCC1. The product is [C:23]([O:31][CH2:32][C@@:33]1([CH3:40])[CH2:38][C:37]([F:42])([F:41])[CH2:36][CH2:35][O:34]1)(=[O:30])[C:24]1[CH:29]=[CH:28][CH:27]=[CH:26][CH:25]=1. The yield is 0.630.